Predict which catalyst facilitates the given reaction. From a dataset of Catalyst prediction with 721,799 reactions and 888 catalyst types from USPTO. Reactant: [H-].[Na+].BrC[CH:5]([O:8][CH2:9][C:10]1[CH:15]=[CH:14][CH:13]=[CH:12][CH:11]=1)[CH2:6]Br.C(Br)[C:17]1[CH:22]=[CH:21]C=[CH:19][CH:18]=1. Product: [CH2:9]([O:8][CH2:5][C:6]1[CH:21]=[CH:22][CH:17]=[CH:18][CH:19]=1)[C:10]1[CH:11]=[CH:12][CH:13]=[CH:14][CH:15]=1. The catalyst class is: 1.